Dataset: Full USPTO retrosynthesis dataset with 1.9M reactions from patents (1976-2016). Task: Predict the reactants needed to synthesize the given product. (1) Given the product [N:17]([C@@H:20]1[C@H:24]2[O:25][CH2:26][C@H:27]([NH:28][C:11](=[O:13])[C:10]3[CH:14]=[CH:15][CH:16]=[C:8]([O:1][C:2]4[CH:3]=[CH:4][CH:5]=[CH:6][CH:7]=4)[CH:9]=3)[C@H:23]2[O:22][CH2:21]1)=[N+:18]=[N-:19], predict the reactants needed to synthesize it. The reactants are: [O:1]([C:8]1[CH:9]=[C:10]([CH:14]=[CH:15][CH:16]=1)[C:11]([OH:13])=O)[C:2]1[CH:7]=[CH:6][CH:5]=[CH:4][CH:3]=1.[N:17]([C@@H:20]1[C@H:24]2[O:25][CH2:26][C@H:27]([NH2:28])[C@H:23]2[O:22][CH2:21]1)=[N+:18]=[N-:19]. (2) Given the product [Cl:1][C:2]1[CH:3]=[C:4]([N:9]2[C:13]([C:14]3[CH:19]=[C:18]([C:20]([F:22])([F:23])[F:21])[CH:17]=[C:16]([F:24])[CH:15]=3)=[CH:12][C:11]([C:25]([N:52]3[CH2:56][C:55](=[O:57])[NH:54][CH2:53]3)=[O:27])=[N:10]2)[CH:5]=[CH:6][C:7]=1[F:8], predict the reactants needed to synthesize it. The reactants are: [Cl:1][C:2]1[CH:3]=[C:4]([N:9]2[C:13]([C:14]3[CH:19]=[C:18]([C:20]([F:23])([F:22])[F:21])[CH:17]=[C:16]([F:24])[CH:15]=3)=[CH:12][C:11]([C:25]([OH:27])=O)=[N:10]2)[CH:5]=[CH:6][C:7]=1[F:8].ClC1C=C(N2C(C3C=CC=C(OCCO)C=3)=CC(C([N:52]3[CH2:56][C:55](=[O:57])[NH:54][CH2:53]3)=O)=N2)C=CC=1. (3) Given the product [Cl:23][C:24]1[C:25]([CH2:30][NH:31][C:11]([C@H:8]2[CH2:7][N:6]3[C:2](=[O:1])[O:3][CH:4]([CH:14]=[CH2:15])[C@@H:5]3[CH2:10][CH2:9]2)=[O:13])=[N:26][CH:27]=[CH:28][N:29]=1, predict the reactants needed to synthesize it. The reactants are: [O:1]=[C:2]1[N:6]2[CH2:7][C@H:8]([C:11]([OH:13])=O)[CH2:9][CH2:10][C@H:5]2[CH:4]([CH:14]=[CH2:15])[O:3]1.C(Cl)(C(Cl)=O)=O.Cl.[Cl:23][C:24]1[C:25]([CH2:30][NH2:31])=[N:26][CH:27]=[CH:28][N:29]=1.CCN(CC)CC. (4) Given the product [C:35]([OH:42])(=[O:41])/[CH:36]=[CH:37]/[C:38]([OH:40])=[O:39].[CH3:27][S:26][C:21]1[CH:22]=[CH:23][C:24]2[CH2:25][CH:17]3[CH2:16][NH:15][CH2:29][CH2:28][N:18]3[C:19]=2[CH:20]=1, predict the reactants needed to synthesize it. The reactants are: FC(F)(F)C(O)=O.C(OC([N:15]1[CH2:29][CH2:28][N:18]2[C:19]3[CH:20]=[C:21]([S:26][CH3:27])[CH:22]=[CH:23][C:24]=3[CH2:25][CH:17]2[CH2:16]1)=O)(C)(C)C.C(=O)([O-])O.[Na+].[C:35]([OH:42])(=[O:41])/[CH:36]=[CH:37]/[C:38]([OH:40])=[O:39]. (5) Given the product [CH:24]1([NH:1][C@H:2]2[CH2:7][CH2:6][CH2:5][CH2:4][C@H:3]2[NH:8][C:9](=[O:23])[C:10]2[CH:15]=[CH:14][C:13]([C:16]([F:18])([F:19])[F:17])=[CH:12][C:11]=2[CH:20]2[CH2:22][CH2:21]2)[CH2:28][CH2:27][CH2:26][CH2:25]1, predict the reactants needed to synthesize it. The reactants are: [NH2:1][C@H:2]1[CH2:7][CH2:6][CH2:5][CH2:4][C@H:3]1[NH:8][C:9](=[O:23])[C:10]1[CH:15]=[CH:14][C:13]([C:16]([F:19])([F:18])[F:17])=[CH:12][C:11]=1[CH:20]1[CH2:22][CH2:21]1.[C:24]1(=O)[CH2:28][CH2:27][CH2:26][CH2:25]1. (6) Given the product [CH3:2][O:3][C:4]1[CH:11]=[C:10]([O:12][CH3:13])[CH:9]=[CH:8][C:5]=1[CH2:6][NH:7][CH2:14][C:15]([CH3:16])=[CH2:18], predict the reactants needed to synthesize it. The reactants are: Cl.[CH3:2][O:3][C:4]1[CH:11]=[C:10]([O:12][CH3:13])[CH:9]=[CH:8][C:5]=1[CH2:6][NH2:7].[CH:14](Br)=[CH:15][CH3:16].[CH2:18](Cl)Cl. (7) The reactants are: C1C=CC(P(C2C=CC=CC=2)C2C=CC=CC=2)=CC=1.CCOC(/N=N/C(OCC)=O)=O.[C:32]([N:39]1[CH2:42][CH:41]([OH:43])[CH2:40]1)([O:34][C:35]([CH3:38])([CH3:37])[CH3:36])=[O:33].O[C:45]1[CH:46]=[N:47][CH:48]=[CH:49][CH:50]=1. Given the product [C:35]([O:34][C:32]([N:39]1[CH2:42][CH:41]([O:43][C:45]2[CH:46]=[N:47][CH:48]=[CH:49][CH:50]=2)[CH2:40]1)=[O:33])([CH3:38])([CH3:37])[CH3:36], predict the reactants needed to synthesize it. (8) Given the product [CH3:10][O:9][C:7]1[CH:8]=[C:3]([O:2][CH3:1])[N:4]=[C:5]([N:11]2[C:20](=[O:21])[C:19]3[C:14](=[CH:15][C:16]([C:22]([NH:60][CH2:61][C:62]4[CH:63]=[C:64]([CH:69]=[CH:70][CH:71]=4)[C:65]([OH:67])=[O:66])=[O:24])=[CH:17][CH:18]=3)[NH:13][C:12]2=[S:25])[N:6]=1, predict the reactants needed to synthesize it. The reactants are: [CH3:1][O:2][C:3]1[CH:8]=[C:7]([O:9][CH3:10])[N:6]=[C:5]([N:11]2[C:20](=[O:21])[C:19]3[C:14](=[CH:15][C:16]([C:22]([OH:24])=O)=[CH:17][CH:18]=3)[NH:13][C:12]2=[S:25])[N:4]=1.CN(C(ON1N=NC2C=CC=NC1=2)=[N+](C)C)C.F[P-](F)(F)(F)(F)F.CCN(C(C)C)C(C)C.Cl.[NH2:60][CH2:61][C:62]1[CH:63]=[C:64]([CH:69]=[CH:70][CH:71]=1)[C:65]([O:67]C)=[O:66]. (9) The reactants are: Cl.C[O:3][C:4](=[O:38])[C:5]1[CH:10]=[CH:9][C:8]([O:11][C:12]2[CH:17]=[CH:16][C:15]([CH2:18][C@H:19]([NH2:37])[C:20]3[N:21]([CH2:33][CH2:34][CH2:35][CH3:36])[CH:22]=[C:23]([C:25]4[CH:30]=[CH:29][C:28]([Cl:31])=[CH:27][C:26]=4[Cl:32])[N:24]=3)=[CH:14][CH:13]=2)=[CH:7][CH:6]=1.[CH3:39][O:40][C:41]1[CH:42]=[C:43]([CH:47]=[C:48]([O:50][CH3:51])[CH:49]=1)[C:44]([OH:46])=O. Given the product [CH2:33]([N:21]1[CH:22]=[C:23]([C:25]2[CH:30]=[CH:29][C:28]([Cl:31])=[CH:27][C:26]=2[Cl:32])[N:24]=[C:20]1[C@@H:19]([NH:37][C:44](=[O:46])[C:43]1[CH:47]=[C:48]([O:50][CH3:51])[CH:49]=[C:41]([O:40][CH3:39])[CH:42]=1)[CH2:18][C:15]1[CH:16]=[CH:17][C:12]([O:11][C:8]2[CH:9]=[CH:10][C:5]([C:4]([OH:38])=[O:3])=[CH:6][CH:7]=2)=[CH:13][CH:14]=1)[CH2:34][CH2:35][CH3:36], predict the reactants needed to synthesize it.